This data is from CYP1A2 inhibition data for predicting drug metabolism from PubChem BioAssay. The task is: Regression/Classification. Given a drug SMILES string, predict its absorption, distribution, metabolism, or excretion properties. Task type varies by dataset: regression for continuous measurements (e.g., permeability, clearance, half-life) or binary classification for categorical outcomes (e.g., BBB penetration, CYP inhibition). Dataset: cyp1a2_veith. (1) The drug is C[C@H](Oc1ccc(Oc2cnc3ccc(Cl)cc3n2)cc1)C(=O)O.[Na]. The result is 0 (non-inhibitor). (2) The compound is N=C(N=C(N)N)N1CCOCC1. The result is 0 (non-inhibitor). (3) The compound is Cc1cc(C)nc(NC(=O)CCCC(=O)O)c1. The result is 0 (non-inhibitor). (4) The drug is Cc1ccc(S(=O)(=O)O[C@@H]2[C@H]([C@@H]3COC(C)(C)O3)O[C@H]3OC(C)(C)O[C@@H]32)cc1. The result is 0 (non-inhibitor). (5) The molecule is COc1cccc(CC(C(=O)Nc2cc(C)ccc2C)c2nn[nH]n2)c1OC. The result is 1 (inhibitor). (6) The drug is O=C(Nc1nnc(-c2ccc(Cl)cc2)o1)Nc1ccccc1Cl. The result is 1 (inhibitor). (7) The drug is CN(C)C(=O)c1ccc(-c2ccc3ncnc(Nc4ccc(F)cc4)c3c2)cc1. The result is 1 (inhibitor). (8) The compound is Cl.OC(COCC1COc2ccccc2O1)CN1CCN(c2ccccc2F)CC1. The result is 0 (non-inhibitor).